This data is from Forward reaction prediction with 1.9M reactions from USPTO patents (1976-2016). The task is: Predict the product of the given reaction. (1) Given the reactants Br[C:2]1[CH:7]=[CH:6][CH:5]=[CH:4][N:3]=1.[CH2:8]([OH:12])[CH2:9][C:10]#[CH:11], predict the reaction product. The product is: [N:3]1[CH:4]=[CH:5][CH:6]=[CH:7][C:2]=1[C:11]#[C:10][CH2:9][CH2:8][OH:12]. (2) The product is: [C:1]([C:5]1[CH:10]=[CH:9][C:8]([S:11]([N:14]([C:15]2[CH:20]=[CH:19][C:18]([CH3:21])=[CH:17][CH:16]=2)[CH2:22][C:23]([N:28]([CH2:26][CH3:27])[CH2:29][C:30]2[NH:31][CH:32]=[CH:33][N:34]=2)=[O:25])(=[O:12])=[O:13])=[CH:7][CH:6]=1)([CH3:4])([CH3:3])[CH3:2]. Given the reactants [C:1]([C:5]1[CH:10]=[CH:9][C:8]([S:11]([N:14]([CH2:22][C:23]([OH:25])=O)[C:15]2[CH:20]=[CH:19][C:18]([CH3:21])=[CH:17][CH:16]=2)(=[O:13])=[O:12])=[CH:7][CH:6]=1)([CH3:4])([CH3:3])[CH3:2].[CH2:26]([NH:28][CH2:29][C:30]1[NH:31][CH:32]=[CH:33][N:34]=1)[CH3:27], predict the reaction product. (3) Given the reactants ClCCl.[C:4]([NH:12][C:13]([NH:15][C@@:16]1([C:26]2[CH:31]=[CH:30][CH:29]=[CH:28][C:27]=2[F:32])[CH2:21][C@@H:20]([O:22][CH3:23])[CH2:19][CH2:18][C@H:17]1[CH2:24]O)=[S:14])(=[O:11])[C:5]1[CH:10]=[CH:9][CH:8]=[CH:7][CH:6]=1.FC(F)(F)S(OS(C(F)(F)F)(=O)=O)(=O)=O.C(=O)(O)[O-].[Na+], predict the reaction product. The product is: [F:32][C:27]1[CH:28]=[CH:29][CH:30]=[CH:31][C:26]=1[C@:16]12[CH2:21][C@@H:20]([O:22][CH3:23])[CH2:19][CH2:18][C@H:17]1[CH2:24][S:14][C:13]([NH:12][C:4](=[O:11])[C:5]1[CH:10]=[CH:9][CH:8]=[CH:7][CH:6]=1)=[N:15]2. (4) Given the reactants ICI.[CH2:4]([Zn]CC)C.[CH3:9][O:10][CH2:11][O:12][C:13]1[CH:14]=[CH:15][C:16]([CH:19]=[C:20]([CH3:22])[CH3:21])=[N:17][CH:18]=1, predict the reaction product. The product is: [CH3:21][C:20]1([CH3:4])[CH2:22][CH:19]1[C:16]1[CH:15]=[CH:14][C:13]([O:12][CH2:11][O:10][CH3:9])=[CH:18][N:17]=1. (5) Given the reactants [N+:1]([C:4]1[CH:5]=[C:6]2[C:11]3=[C:12]([CH:14]([C:17]4[CH:22]=[CH:21][CH:20]=[CH:19][CH:18]=4)[CH2:15][CH2:16][N:10]3[CH2:9][CH2:8][CH:7]2[C:23]2[CH:28]=[CH:27][CH:26]=[CH:25][CH:24]=2)[CH:13]=1)([O-])=O, predict the reaction product. The product is: [C:23]1([CH:7]2[C:6]3[C:11]4=[C:12]([CH:14]([C:17]5[CH:22]=[CH:21][CH:20]=[CH:19][CH:18]=5)[CH2:15][CH2:16][N:10]4[CH2:9][CH2:8]2)[CH:13]=[C:4]([NH2:1])[CH:5]=3)[CH:24]=[CH:25][CH:26]=[CH:27][CH:28]=1. (6) Given the reactants [CH3:1][C:2]1[CH:7]=[CH:6][C:5]([S:8]([OH:11])(=[O:10])=[O:9])=[CH:4][CH:3]=1.[Cl:12][C:13]1[C:14]([O:29][C:30]2[CH:35]=[C:34]([C:36]([F:39])([F:38])[F:37])[C:33]([F:40])=[CH:32][C:31]=2[C:41]2[CH:46]=[CH:45][N:44]=[N:43][CH:42]=2)=[CH:15][C:16]([F:28])=[C:17]([S:19]([NH:22][C:23]2[N:24]=[CH:25][S:26][CH:27]=2)(=[O:21])=[O:20])[CH:18]=1, predict the reaction product. The product is: [CH3:1][C:2]1[CH:3]=[CH:4][C:5]([S:8]([OH:11])(=[O:10])=[O:9])=[CH:6][CH:7]=1.[Cl:12][C:13]1[C:14]([O:29][C:30]2[CH:35]=[C:34]([C:36]([F:37])([F:39])[F:38])[C:33]([F:40])=[CH:32][C:31]=2[C:41]2[CH:46]=[CH:45][N:44]=[N:43][CH:42]=2)=[CH:15][C:16]([F:28])=[C:17]([S:19]([NH:22][C:23]2[N:24]=[CH:25][S:26][CH:27]=2)(=[O:21])=[O:20])[CH:18]=1. (7) Given the reactants [Cl:1][C:2]1[CH:3]=[C:4]([CH:7]=[C:8]([O:10][C:11]2[C:16](=[O:17])[NH:15][CH:14]=[N:13][C:12]=2[CH3:18])[CH:9]=1)[C:5]#[N:6].[O:19]=[C:20]1[N:25]([CH:26]2[CH2:31][CH2:30][CH2:29][CH2:28][O:27]2)[N:24]=[C:23]([CH2:32]OS(C2C=CC(C)=CC=2)(=O)=O)[CH:22]=[C:21]1C(F)(F)F.C(=O)([O-])[O-].[K+].[K+], predict the reaction product. The product is: [Cl:1][C:2]1[CH:3]=[C:4]([CH:7]=[C:8]([O:10][C:11]2[C:16](=[O:17])[N:15]([CH2:32][C:23]3[CH:22]=[CH:21][C:20](=[O:19])[N:25]([CH:26]4[CH2:31][CH2:30][CH2:29][CH2:28][O:27]4)[N:24]=3)[CH:14]=[N:13][C:12]=2[CH3:18])[CH:9]=1)[C:5]#[N:6].